From a dataset of Forward reaction prediction with 1.9M reactions from USPTO patents (1976-2016). Predict the product of the given reaction. (1) Given the reactants [CH3:1][O:2][C:3]1[CH:4]=[C:5]([N:12]2[CH2:17][CH2:16][NH:15][CH2:14][CH2:13]2)[CH:6]=[CH:7][C:8]=1[N+:9]([O-:11])=[O:10].I[CH2:19][CH2:20][CH3:21].C(=O)([O-])[O-].[K+].[K+], predict the reaction product. The product is: [CH3:1][O:2][C:3]1[CH:4]=[C:5]([N:12]2[CH2:17][CH2:16][N:15]([CH2:19][CH2:20][CH3:21])[CH2:14][CH2:13]2)[CH:6]=[CH:7][C:8]=1[N+:9]([O-:11])=[O:10]. (2) The product is: [F:1][C:2]([F:11])([F:12])[O:3][C:4]1[CH:5]=[CH:6][C:7]([O:10][CH:20]([CH2:26][CH3:27])[C:21]([O:23][CH2:24][CH3:25])=[O:22])=[CH:8][CH:9]=1. Given the reactants [F:1][C:2]([F:12])([F:11])[O:3][C:4]1[CH:9]=[CH:8][C:7]([OH:10])=[CH:6][CH:5]=1.C(=O)([O-])[O-].[K+].[K+].Br[CH:20]([CH2:26][CH3:27])[C:21]([O:23][CH2:24][CH3:25])=[O:22].C(OCC)(=O)C, predict the reaction product.